From a dataset of Full USPTO retrosynthesis dataset with 1.9M reactions from patents (1976-2016). Predict the reactants needed to synthesize the given product. (1) The reactants are: [CH2:1]([OH:8])[C:2]1[CH:7]=[CH:6][CH:5]=[CH:4][CH:3]=1.[C:9]([Cu])#[N:10].C[CH2:13][O:14]C(C)=O.[NH4+].[Cl-].[NH4+].[OH-]. Given the product [OH:8][CH2:1][C:2]1[CH:7]=[CH:6][C:5]([C:9]#[N:10])=[CH:4][C:3]=1[O:14][CH3:13], predict the reactants needed to synthesize it. (2) Given the product [Cl:1][C:2]1[CH:7]=[CH:6][CH:5]=[C:4]([Cl:8])[C:3]=1[C:9]1[S:10][C:11]2[C:16]([NH:37][C:28]([CH:22]3[CH2:23][CH2:24]3)=[O:49])=[N:15][CH:14]=[N:13][C:12]=2[N:19]=1, predict the reactants needed to synthesize it. The reactants are: [Cl:1][C:2]1[CH:7]=[CH:6][CH:5]=[C:4]([Cl:8])[C:3]=1[C:9]1[S:10][C:11]2[C:16](SC)=[N:15][CH:14]=[N:13][C:12]=2[N:19]=1.ClC1C=C[CH:24]=[C:23](Cl)[C:22]=1[C:28]1SC2C(S)=NC=NC=2[N:37]=1.C(N(CC)CC)C.CI.C([OH:49])C. (3) Given the product [Cl:1][C:2]1[CH:3]=[C:4]([CH:14]=[C:15]([Cl:17])[CH:16]=1)[O:5][C:6]1[CH:7]=[CH:8][C:9]([CH2:10][NH2:11])=[CH:12][CH:13]=1, predict the reactants needed to synthesize it. The reactants are: [Cl:1][C:2]1[CH:3]=[C:4]([CH:14]=[C:15]([Cl:17])[CH:16]=1)[O:5][C:6]1[CH:13]=[CH:12][C:9]([C:10]#[N:11])=[CH:8][CH:7]=1.C1COCC1.[H-].[Al+3].[Li+].[H-].[H-].[H-].[OH-].[Na+]. (4) The reactants are: [F:1][C:2]1[C:7]([O:8][CH3:9])=[CH:6][C:5]([O:10][CH3:11])=[C:4]([F:12])[C:3]=1[C:13]#[C:14][C:15]1[CH:16]=[N:17][C:18]([NH2:21])=[N:19][CH:20]=1.CO. Given the product [F:12][C:4]1[C:5]([O:10][CH3:11])=[CH:6][C:7]([O:8][CH3:9])=[C:2]([F:1])[C:3]=1[CH2:13][CH2:14][C:15]1[CH:20]=[N:19][C:18]([NH2:21])=[N:17][CH:16]=1, predict the reactants needed to synthesize it. (5) Given the product [Cl:14][C:15]1[CH:20]=[CH:19][C:18]([CH2:21][NH:22][C:5]([NH:4][CH3:3])=[N:8][N+:9]([O-:11])=[O:10])=[CH:17][N:16]=1, predict the reactants needed to synthesize it. The reactants are: [Cl-].[Na+].[CH3:3][NH:4][C:5](=[N:8][N+:9]([O-:11])=[O:10])OC.[OH-].[Na+].[Cl:14][C:15]1[CH:20]=[CH:19][C:18]([CH2:21][NH2:22])=[CH:17][N:16]=1.Cl. (6) Given the product [O:1]1[C:5]2[CH:6]=[CH:7][C:8]([S:10][C:11]3[NH:12][C:13]4[CH:18]=[CH:17][N:16]=[C:15]([NH2:19])[C:14]=4[N:20]=3)=[CH:9][C:4]=2[CH:3]=[CH:2]1, predict the reactants needed to synthesize it. The reactants are: [O:1]1[C:5]2[CH:6]=[CH:7][C:8]([S:10][C:11]3[N:12](CC4C=CC(OC)=CC=4)[C:13]4[CH:18]=[CH:17][N:16]=[C:15]([NH2:19])[C:14]=4[N:20]=3)=[CH:9][C:4]=2[CH:3]=[CH:2]1. (7) Given the product [Br:1][C:2]1[CH:3]=[C:4]([NH:8][C:9]2[C:18]3[C:13](=[CH:14][CH:15]=[C:16]([NH:19][C:26](=[O:29])[CH2:27][CH3:28])[CH:17]=3)[N:12]=[CH:11][N:10]=2)[CH:5]=[CH:6][CH:7]=1, predict the reactants needed to synthesize it. The reactants are: [Br:1][C:2]1[CH:3]=[C:4]([NH:8][C:9]2[C:18]3[C:13](=[CH:14][CH:15]=[C:16]([NH2:19])[CH:17]=3)[N:12]=[CH:11][N:10]=2)[CH:5]=[CH:6][CH:7]=1.N1C=CC=CC=1.[C:26](Cl)(=[O:29])[CH2:27][CH3:28]. (8) Given the product [Cl:7][C:8]1[CH:17]=[C:16]2[C:11]([CH:12]=[CH:13][C:14](/[CH:18]=[CH:19]/[C:20]3[CH:40]=[CH:39][C:23]4[O:24][CH2:25][C:26]5[CH:38]=[CH:37][CH:36]=[CH:35][C:27]=5[CH:28]([S:29][CH2:30][CH2:31][C:32]([O-:34])=[O:33])[C:22]=4[CH:21]=3)=[N:15]2)=[CH:10][C:9]=1[F:41].[Na+:43], predict the reactants needed to synthesize it. The reactants are: CO.C(Cl)(Cl)Cl.[Cl:7][C:8]1[CH:17]=[C:16]2[C:11]([CH:12]=[CH:13][C:14](/[CH:18]=[CH:19]/[C:20]3[CH:40]=[CH:39][C:23]4[O:24][CH2:25][C:26]5[CH:38]=[CH:37][CH:36]=[CH:35][C:27]=5[CH:28]([S:29][CH2:30][CH2:31][C:32]([OH:34])=[O:33])[C:22]=4[CH:21]=3)=[N:15]2)=[CH:10][C:9]=1[F:41].[OH-].[Na+:43].